This data is from Reaction yield outcomes from USPTO patents with 853,638 reactions. The task is: Predict the reaction yield, written as a fraction of the theoretical maximum amount of product (1.0 means a 100% yield; for example, 0.34 means a 34% yield). (1) The reactants are [F:1][C:2]1[C:29]([CH3:30])=[CH:28][C:5]([CH2:6][C@@H:7]([C:13]([N:15]2[C@H:19]([CH2:20][C:21]3[CH:26]=[CH:25][CH:24]=[CH:23][CH:22]=3)[CH2:18][O:17][C:16]2=[O:27])=[O:14])[CH2:8][CH2:9][CH2:10][CH:11]=O)=[CH:4][C:3]=1[CH3:31].[F:32][C:33]1[CH:40]=[CH:39][C:36]([CH2:37][NH2:38])=[CH:35][CH:34]=1.[BH-](OC(C)=O)(OC(C)=O)OC(C)=O.[Na+]. The catalyst is ClC(Cl)C. The product is [F:1][C:2]1[C:29]([CH3:30])=[CH:28][C:5]([CH2:6][C@H:7]([CH2:8][CH2:9][CH2:10][CH2:11][NH:38][CH2:37][C:36]2[CH:39]=[CH:40][C:33]([F:32])=[CH:34][CH:35]=2)[C:13]([N:15]2[C@H:19]([CH2:20][C:21]3[CH:26]=[CH:25][CH:24]=[CH:23][CH:22]=3)[CH2:18][O:17][C:16]2=[O:27])=[O:14])=[CH:4][C:3]=1[CH3:31]. The yield is 0.620. (2) No catalyst specified. The product is [C:17]1([S:23]([CH2:26][CH2:27][O:10][C:9](=[O:11])[CH2:8][O:7][C:2]2[CH:3]=[CH:4][CH:5]=[CH:6][C:1]=2[O:12][CH2:13][C:14]([O:16][CH2:41][CH2:42][S:36]([C:33]2[CH:34]=[CH:35][CH:30]=[CH:31][CH:32]=2)(=[O:38])=[O:39])=[O:15])(=[O:25])=[O:24])[CH:22]=[CH:21][CH:20]=[CH:19][CH:18]=1. The reactants are [C:1]1([O:12][CH2:13][C:14]([OH:16])=[O:15])[CH:6]=[CH:5][CH:4]=[CH:3][C:2]=1[O:7][CH2:8][C:9]([OH:11])=[O:10].[C:17]1([S:23]([CH2:26][CH2:27]O)(=[O:25])=[O:24])[CH:22]=[CH:21][CH:20]=[CH:19][CH:18]=1.C[C:30]1[CH:31]=[CH:32][C:33]([S:36]([OH:39])(=[O:38])=O)=[CH:34][CH:35]=1.O.[CH:41]1C=CC=C[CH:42]=1. The yield is 0.990. (3) The reactants are I[C:2]1[C:10]2[S:9][C:8]([NH:11][C:12]([C:14]3[S:15][C:16]([CH3:19])=[CH:17][CH:18]=3)=[O:13])=[N:7][C:6]=2[C:5]([O:20][CH3:21])=[CH:4][CH:3]=1.[Cl:22][C:23]1[CH:28]=[CH:27][CH:26]=[CH:25][C:24]=1B(O)O. No catalyst specified. The product is [Cl:22][C:23]1[CH:28]=[CH:27][CH:26]=[CH:25][C:24]=1[C:2]1[C:10]2[S:9][C:8]([NH:11][C:12]([C:14]3[S:15][C:16]([CH3:19])=[CH:17][CH:18]=3)=[O:13])=[N:7][C:6]=2[C:5]([O:20][CH3:21])=[CH:4][CH:3]=1. The yield is 0.800. (4) The reactants are [CH3:1][S:2]([O:5][C:6]1[CH:11]=[CH:10][C:9]([C:12]2([C:20]3[CH:25]=[CH:24][C:23]([F:26])=[C:22](Br)[CH:21]=3)[C:16](=[O:17])[N:15]([CH3:18])[C:14]([NH2:19])=[N:13]2)=[CH:8][CH:7]=1)(=[O:4])=[O:3].[C:28]([C:30]1[CH:31]=[C:32](B(O)O)[CH:33]=[CH:34][CH:35]=1)#[N:29].C(=O)([O-])[O-].[K+].[K+]. The catalyst is O1CCCC1. The product is [CH3:1][S:2]([O:5][C:6]1[CH:11]=[CH:10][C:9]([C:12]2([C:20]3[CH:21]=[C:22]([C:34]4[CH:33]=[CH:32][CH:31]=[C:30]([C:28]#[N:29])[CH:35]=4)[C:23]([F:26])=[CH:24][CH:25]=3)[C:16](=[O:17])[N:15]([CH3:18])[C:14]([NH2:19])=[N:13]2)=[CH:8][CH:7]=1)(=[O:4])=[O:3]. The yield is 0.300. (5) The reactants are [CH3:1][C@H:2]([NH:6][C:7]([O:9][C:10]([CH3:13])([CH3:12])[CH3:11])=[O:8])[C:3]([OH:5])=O.C(N(CC)CC)C.ClC(OCC(C)C)=O.[CH3:29][NH:30][CH2:31][C:32]1[CH:37]=[CH:36][CH:35]=[CH:34][CH:33]=1.C([O-])(O)=O.[Na+]. The catalyst is C1COCC1. The product is [CH2:31]([N:30]([CH3:29])[C:3](=[O:5])[C@@H:2]([NH:6][C:7](=[O:8])[O:9][C:10]([CH3:13])([CH3:12])[CH3:11])[CH3:1])[C:32]1[CH:37]=[CH:36][CH:35]=[CH:34][CH:33]=1. The yield is 0.850. (6) The reactants are [CH3:1][O:2][C:3]1[CH:20]=[CH:19][C:18]2[C@@H:17]3[C@H:8]([C@H:9]4[C@@:13]([CH2:15][CH2:16]3)([CH3:14])[C@@H:12]([O:21]COC)[CH2:11][C@@H:10]4[CH3:25])[CH2:7][CH2:6][C:5]=2[CH:4]=1.Cl.C([O-])(O)=O.[Na+]. The catalyst is CO. The product is [CH3:1][O:2][C:3]1[CH:20]=[CH:19][C:18]2[C@@H:17]3[C@H:8]([C@H:9]4[C@@:13]([CH2:15][CH2:16]3)([CH3:14])[C@@H:12]([OH:21])[CH2:11][C@@H:10]4[CH3:25])[CH2:7][CH2:6][C:5]=2[CH:4]=1. The yield is 0.930. (7) The reactants are [CH3:1][O:2][C:3]1[CH:4]=[C:5]2[C:9](=[CH:10][CH:11]=1)[N:8]([CH2:12][CH:13]1[CH2:15][O:14]1)[CH:7]=[C:6]2[C:16]1[N:28]([S:29]([C:32]2[CH:38]=[CH:37][C:35]([CH3:36])=[CH:34][CH:33]=2)(=[O:31])=[O:30])[C:19]2=[N:20][CH:21]=[C:22]3[CH:26]=[N:25][N:24]([CH3:27])[C:23]3=[C:18]2[CH:17]=1.[CH3:39][NH:40][CH3:41]. The catalyst is CN(C=O)C. The product is [CH3:39][N:40]([CH3:41])[CH2:15][CH:13]([OH:14])[CH2:12][N:8]1[C:9]2[C:5](=[CH:4][C:3]([O:2][CH3:1])=[CH:11][CH:10]=2)[C:6]([C:16]2[N:28]([S:29]([C:32]3[CH:38]=[CH:37][C:35]([CH3:36])=[CH:34][CH:33]=3)(=[O:31])=[O:30])[C:19]3=[N:20][CH:21]=[C:22]4[CH:26]=[N:25][N:24]([CH3:27])[C:23]4=[C:18]3[CH:17]=2)=[CH:7]1. The yield is 0.990. (8) The reactants are [F:1][C:2]1[CH:7]=[CH:6][C:5]([F:8])=[CH:4][C:3]=1[C:9]1[C:10]([C:19]([O:21][CH3:22])=[O:20])=[CH:11][C:12]([C:15]([O:17]C)=[O:16])=[CH:13][CH:14]=1.[OH-].[K+].Cl. The catalyst is C1COCC1.CO. The yield is 1.00. The product is [F:1][C:2]1[CH:7]=[CH:6][C:5]([F:8])=[CH:4][C:3]=1[C:9]1[CH:14]=[CH:13][C:12]([C:15]([OH:17])=[O:16])=[CH:11][C:10]=1[C:19]([O:21][CH3:22])=[O:20]. (9) The catalyst is C1COCC1. The yield is 0.640. The reactants are [H-].[Na+:2].[CH2:3]([S:10][CH:11]([CH2:15][CH2:16][CH2:17][C:18]1[CH:23]=[CH:22][CH:21]=[CH:20][CH:19]=1)[C:12]([OH:14])=[O:13])[C:4]1[CH:9]=[CH:8][CH:7]=[CH:6][CH:5]=1. The product is [CH2:3]([S:10][CH:11]([CH2:15][CH2:16][CH2:17][C:18]1[CH:19]=[CH:20][CH:21]=[CH:22][CH:23]=1)[C:12]([O-:14])=[O:13])[C:4]1[CH:5]=[CH:6][CH:7]=[CH:8][CH:9]=1.[Na+:2].